From a dataset of Full USPTO retrosynthesis dataset with 1.9M reactions from patents (1976-2016). Predict the reactants needed to synthesize the given product. (1) Given the product [F:8][C:6]1[CH:5]=[CH:4][C:3]2[C:9]([C:12]3[CH:17]=[CH:16][C:15]([O:18][CH3:19])=[CH:14][CH:13]=3)=[N:10][O:11][C:2]=2[CH:7]=1, predict the reactants needed to synthesize it. The reactants are: F[C:2]1[CH:7]=[C:6]([F:8])[CH:5]=[CH:4][C:3]=1[C:9]([C:12]1[CH:17]=[CH:16][C:15]([O:18][CH3:19])=[CH:14][CH:13]=1)=[N:10][OH:11].C(O)(C)C.[OH-].[K+]. (2) Given the product [N:15]1([CH2:2][C:3]([NH:5][C:6]2[CH:11]=[CH:10][CH:9]=[C:8]([N:12]([CH3:14])[CH3:13])[CH:7]=2)=[O:4])[C:19]2[CH:20]=[CH:21][CH:22]=[CH:23][C:18]=2[N:17]=[CH:16]1, predict the reactants needed to synthesize it. The reactants are: Br[CH2:2][C:3]([NH:5][C:6]1[CH:11]=[CH:10][CH:9]=[C:8]([N:12]([CH3:14])[CH3:13])[CH:7]=1)=[O:4].[NH:15]1[C:19]2[CH:20]=[CH:21][CH:22]=[CH:23][C:18]=2[N:17]=[CH:16]1. (3) Given the product [Br:1][C:18]1[N:17]=[C:16]([C@@H:19]2[CH2:23][CH2:22][CH2:21][N:20]2[C:24]([O:26][CH2:27][C:28]2[CH:33]=[CH:32][CH:31]=[CH:30][CH:29]=2)=[O:25])[N:12]2[CH:13]=[CH:14][N:15]=[C:10]([Cl:9])[C:11]=12, predict the reactants needed to synthesize it. The reactants are: [Br:1]N1C(=O)CCC1=O.[Cl:9][C:10]1[C:11]2[N:12]([C:16]([C@@H:19]3[CH2:23][CH2:22][CH2:21][N:20]3[C:24]([O:26][CH2:27][C:28]3[CH:33]=[CH:32][CH:31]=[CH:30][CH:29]=3)=[O:25])=[N:17][CH:18]=2)[CH:13]=[CH:14][N:15]=1.O.C(OCC)(=O)C. (4) The reactants are: [OH-].[Na+].C[O:4][C:5]([C:7]1[CH:11]=[C:10]([Br:12])[O:9][C:8]=1[CH3:13])=[O:6]. Given the product [Br:12][C:10]1[O:9][C:8]([CH3:13])=[C:7]([C:5]([OH:6])=[O:4])[CH:11]=1, predict the reactants needed to synthesize it.